This data is from Full USPTO retrosynthesis dataset with 1.9M reactions from patents (1976-2016). The task is: Predict the reactants needed to synthesize the given product. Given the product [CH:10]([C:7]1[CH:8]=[CH:9][C:2]([C:12]([CH3:14])=[CH2:13])=[C:3]([CH:6]=1)[C:4]#[N:5])=[O:11], predict the reactants needed to synthesize it. The reactants are: Br[C:2]1[CH:9]=[CH:8][C:7]([CH:10]=[O:11])=[CH:6][C:3]=1[C:4]#[N:5].[C:12]([B-](F)(F)F)([CH3:14])=[CH2:13].[K+].C1(P(C2CCCCC2)C2C=CC=CC=2C2C(OC(C)C)=CC=CC=2OC(C)C)CCCCC1.[O-]P([O-])([O-])=O.[K+].[K+].[K+].